From a dataset of Catalyst prediction with 721,799 reactions and 888 catalyst types from USPTO. Predict which catalyst facilitates the given reaction. Reactant: Br[C:2]1[C:7]([C:8]#[C:9][Si:10]([CH3:13])([CH3:12])[CH3:11])=[CH:6][CH:5]=[CH:4][N:3]=1.[Li]CCCC.CN([CH:22]=[O:23])C. Product: [CH3:11][Si:10]([C:9]#[C:8][C:7]1[C:2]([CH:22]=[O:23])=[N:3][CH:4]=[CH:5][CH:6]=1)([CH3:13])[CH3:12]. The catalyst class is: 28.